Task: Predict the reactants needed to synthesize the given product.. Dataset: Full USPTO retrosynthesis dataset with 1.9M reactions from patents (1976-2016) (1) Given the product [C:64]([C:66]([C:69]1[CH:78]=[CH:77][C:72]([C:24]([NH:23][C:20]2[CH:19]=[CH:18][C:17]([C:12]3[CH:11]=[C:10]4[C:15]([CH2:16][N:8]([C@@H:3]([CH:2]([CH3:1])[CH3:38])[C:4]([O:6][CH3:7])=[O:5])[C:9]4=[O:37])=[CH:14][CH:13]=3)=[CH:22][CH:21]=2)=[O:25])=[CH:71][CH:70]=1)([CH3:68])[CH3:67])#[N:65], predict the reactants needed to synthesize it. The reactants are: [CH3:1][CH:2]([CH3:38])[C@H:3]([N:8]1[CH2:16][C:15]2[C:10](=[CH:11][C:12]([C:17]3[CH:22]=[CH:21][C:20]([NH:23][C:24](C4SC(C5C=CC=CC=5)=CN=4)=[O:25])=[CH:19][CH:18]=3)=[CH:13][CH:14]=2)[C:9]1=[O:37])[C:4]([O:6][CH3:7])=[O:5].NC1C=CC(C2C=C3C(CN([C@@H](C(C)C)C(OC)=O)C3=O)=CC=2)=CC=1.[C:64]([C:66]([C:69]1[CH:78]=[CH:77][C:72](C(OC)=O)=[CH:71][CH:70]=1)([CH3:68])[CH3:67])#[N:65]. (2) Given the product [NH2:1][C:2]1[O:3][CH2:4][C@:5]2([N:22]=1)[C:18]1[CH:17]=[C:16]([OH:19])[C:15]([F:20])=[CH:14][C:13]=1[O:12][C:11]1[C:6]2=[CH:7][C:8]([C:27]#[C:26][C:24]([OH:28])([CH3:25])[CH3:23])=[CH:9][CH:10]=1, predict the reactants needed to synthesize it. The reactants are: [NH2:1][C:2]1[O:3][CH2:4][C@:5]2([N:22]=1)[C:18]1[CH:17]=[C:16]([OH:19])[C:15]([F:20])=[CH:14][C:13]=1[O:12][C:11]1[C:6]2=[CH:7][C:8](Br)=[CH:9][CH:10]=1.[CH3:23][C:24]([OH:28])([C:26]#[CH:27])[CH3:25].[NH4+].[Cl-]. (3) Given the product [NH2:1][C:2]1[N:6]([C:7]2[CH:8]=[C:9]([CH:13]=[CH:14][C:15]=2[CH3:16])[C:10]([NH:29][CH3:28])=[O:11])[N:5]=[CH:4][C:3]=1[C:17](=[O:26])[C:18]1[CH:23]=[CH:22][CH:21]=[C:20]([O:24][CH3:25])[CH:19]=1, predict the reactants needed to synthesize it. The reactants are: [NH2:1][C:2]1[N:6]([C:7]2[CH:8]=[C:9]([CH:13]=[CH:14][C:15]=2[CH3:16])[C:10](O)=[O:11])[N:5]=[CH:4][C:3]=1[C:17](=[O:26])[C:18]1[CH:23]=[CH:22][CH:21]=[C:20]([O:24][CH3:25])[CH:19]=1.C[CH2:28][N:29]=C=NCCCN(C)C.C1C=CC2N(O)N=NC=2C=1.C(N(C(C)C)CC)(C)C.Cl.CN. (4) The reactants are: [F:1][C:2]([F:19])([F:18])[C:3]([N:5]1[CH2:8][CH:7]([CH2:9][C:10]2[CH:15]=[CH:14][CH:13]=[CH:12][C:11]=2[O:16][CH3:17])[CH2:6]1)=[O:4].[Na+].[Br-:21].OOS([O-])=O.[K+].S(S([O-])=O)([O-])(=O)=O.[Na+].[Na+]. Given the product [Br:21][C:14]1[CH:13]=[CH:12][C:11]([O:16][CH3:17])=[C:10]([CH:15]=1)[CH2:9][CH:7]1[CH2:6][N:5]([C:3](=[O:4])[C:2]([F:1])([F:18])[F:19])[CH2:8]1, predict the reactants needed to synthesize it. (5) Given the product [F:5][C:4]([F:7])([F:6])[CH2:3][O:8][C:12]1[CH:19]=[CH:18][C:15]([CH:16]=[O:17])=[CH:14][CH:13]=1, predict the reactants needed to synthesize it. The reactants are: [H-].[Na+].[CH2:3]([OH:8])[C:4]([F:7])([F:6])[F:5].[N+]([C:12]1[CH:19]=[CH:18][C:15]([CH:16]=[O:17])=[CH:14][CH:13]=1)([O-])=O. (6) Given the product [F:31][C:27]1[CH:26]=[C:25]([NH:24][C:4]2[N:3]=[C:2]([NH:44][CH2:43][CH2:42][CH2:41][O:40][CH3:39])[C:7]([C:8]#[C:9][CH2:10][CH2:11][CH2:12][N:13]3[C:21](=[O:22])[C:20]4[C:15](=[CH:16][CH:17]=[CH:18][CH:19]=4)[C:14]3=[O:23])=[CH:6][N:5]=2)[CH:30]=[CH:29][CH:28]=1, predict the reactants needed to synthesize it. The reactants are: Cl[C:2]1[C:7]([C:8]#[C:9][CH2:10][CH2:11][CH2:12][N:13]2[C:21](=[O:22])[C:20]3[C:15](=[CH:16][CH:17]=[CH:18][CH:19]=3)[C:14]2=[O:23])=[CH:6][N:5]=[C:4]([NH:24][C:25]2[CH:30]=[CH:29][CH:28]=[C:27]([F:31])[CH:26]=2)[N:3]=1.C(N(CC)CC)C.[CH3:39][O:40][CH2:41][CH2:42][CH2:43][NH2:44].C(OCC)(=O)C.